Dataset: Full USPTO retrosynthesis dataset with 1.9M reactions from patents (1976-2016). Task: Predict the reactants needed to synthesize the given product. Given the product [F:34][C:28]1[C:29]([F:33])=[CH:30][CH:31]=[CH:32][C:27]=1[NH:26][C:24](=[O:25])[CH2:23][C:21]1[NH:20][N:19]=[C:18]([NH:17][C:2]2[C:11]3[C:6](=[CH:7][C:8]([O:14][CH2:15][CH3:16])=[CH:9][C:10]=3[O:12][CH3:13])[N:5]=[CH:4][N:3]=2)[CH:22]=1, predict the reactants needed to synthesize it. The reactants are: Cl[C:2]1[C:11]2[C:6](=[CH:7][C:8]([O:14][CH2:15][CH3:16])=[CH:9][C:10]=2[O:12][CH3:13])[N:5]=[CH:4][N:3]=1.[NH2:17][C:18]1[CH:22]=[C:21]([CH2:23][C:24]([NH:26][C:27]2[CH:32]=[CH:31][CH:30]=[C:29]([F:33])[C:28]=2[F:34])=[O:25])[NH:20][N:19]=1.